Dataset: Full USPTO retrosynthesis dataset with 1.9M reactions from patents (1976-2016). Task: Predict the reactants needed to synthesize the given product. (1) Given the product [Cl:15][C:12]1[CH:13]=[CH:14][C:9]([O:8][C:5]2[CH:6]=[CH:7][C:2]([C:31](=[O:32])[CH2:30][CH2:29][C:23]3[CH:24]=[CH:25][C:26]([F:28])=[CH:27][C:22]=3[F:21])=[N:3][CH:4]=2)=[N:10][CH:11]=1, predict the reactants needed to synthesize it. The reactants are: Br[C:2]1[CH:7]=[CH:6][C:5]([O:8][C:9]2[CH:14]=[CH:13][C:12]([Cl:15])=[CH:11][N:10]=2)=[CH:4][N:3]=1.[Li]CCCC.[F:21][C:22]1[CH:27]=[C:26]([F:28])[CH:25]=[CH:24][C:23]=1[CH2:29][CH2:30][C:31](N(OC)C)=[O:32]. (2) Given the product [ClH:1].[NH2:8][CH2:7][CH2:6][NH:12][C:13](=[O:34])[C:14]1[CH:15]=[CH:16][C:17]([CH:20]=[CH:21][C:22]2[C:28]3[CH:29]=[CH:30][CH:31]=[CH:32][C:27]=3[N:26]([CH3:33])[CH2:25][CH2:24][N:23]=2)=[CH:18][CH:19]=1, predict the reactants needed to synthesize it. The reactants are: [ClH:1].C([CH:6]([NH:12][C:13](=[O:34])[C:14]1[CH:19]=[CH:18][C:17](/[CH:20]=[CH:21]/[C:22]2[C:28]3[CH:29]=[CH:30][CH:31]=[CH:32][C:27]=3[N:26]([CH3:33])[CH2:25][CH2:24][N:23]=2)=[CH:16][CH:15]=1)[CH2:7][NH:8]C(=O)[O-])(C)(C)C. (3) Given the product [C:1]([O:5][C:6]([N:8]1[C@@H:13]([C@@H:14]([OH:46])[C@@H:15]([NH2:31])[CH2:16][C:17]2[CH:22]=[CH:21][CH:20]=[C:19]([OH:23])[CH:18]=2)[CH2:12][O:11][C@@H:10]([O:54][CH2:55][C:56]([CH3:59])([CH3:58])[CH3:57])[C@@H:9]1[CH3:60])=[O:7])([CH3:2])([CH3:4])[CH3:3], predict the reactants needed to synthesize it. The reactants are: [C:1]([O:5][C:6]([N:8]1[C@@H:13]([C@@H:14]([O:46]CC2C=CC=CC=2)[C@H:15]([N:31](CC2C=CC=CC=2)CC2C=CC=CC=2)[CH2:16][C:17]2[CH:22]=[CH:21][CH:20]=[C:19]([O:23]CC3C=CC=CC=3)[CH:18]=2)[CH2:12][O:11][C@@H:10]([O:54][CH2:55][C:56]([CH3:59])([CH3:58])[CH3:57])[C@@H:9]1[CH3:60])=[O:7])([CH3:4])([CH3:3])[CH3:2].[H][H]. (4) Given the product [CH2:1]([O:3][C:4]([C:6]1[S:10][C:9]([N:11]([C:19]([O:21][C:22]([CH3:25])([CH3:24])[CH3:23])=[O:20])[C:12]2[CH:17]=[CH:16][CH:15]=[CH:14][CH:13]=2)=[N:8][C:7]=1[CH3:18])=[O:5])[CH3:2], predict the reactants needed to synthesize it. The reactants are: [CH2:1]([O:3][C:4]([C:6]1[S:10][C:9]([NH:11][C:12]2[CH:17]=[CH:16][CH:15]=[CH:14][CH:13]=2)=[N:8][C:7]=1[CH3:18])=[O:5])[CH3:2].[C:19](O[C:19]([O:21][C:22]([CH3:25])([CH3:24])[CH3:23])=[O:20])([O:21][C:22]([CH3:25])([CH3:24])[CH3:23])=[O:20].C(N(CC)CC)C. (5) Given the product [Br:11][C:12]1[CH:18]=[CH:17][C:15]([NH:16][C:4](=[O:5])[C:3]2[CH:7]=[CH:8][CH:9]=[CH:10][C:2]=2[F:1])=[CH:14][CH:13]=1, predict the reactants needed to synthesize it. The reactants are: [F:1][C:2]1[CH:10]=[CH:9][CH:8]=[CH:7][C:3]=1[C:4](Cl)=[O:5].[Br:11][C:12]1[CH:18]=[CH:17][C:15]([NH2:16])=[CH:14][CH:13]=1.C(N(CC)C(C)C)(C)C. (6) The reactants are: [C:1]1([C:19]2[CH:24]=[CH:23][CH:22]=[CH:21][CH:20]=2)[CH:6]=[CH:5][CH:4]=[C:3]([C:7]#[C:8][C:9]2[CH:10]=[C:11]([CH2:15][CH2:16][CH2:17]O)[CH:12]=[CH:13][CH:14]=2)[CH:2]=1.[C:25]1(=[O:35])[NH:29][C:28](=[O:30])[C:27]2=[CH:31][CH:32]=[CH:33][CH:34]=[C:26]12. Given the product [C:1]1([C:19]2[CH:20]=[CH:21][CH:22]=[CH:23][CH:24]=2)[CH:6]=[CH:5][CH:4]=[C:3]([C:7]#[C:8][C:9]2[CH:10]=[C:11]([CH2:15][CH2:16][CH2:17][N:29]3[C:25](=[O:35])[C:26]4[C:27](=[CH:31][CH:32]=[CH:33][CH:34]=4)[C:28]3=[O:30])[CH:12]=[CH:13][CH:14]=2)[CH:2]=1, predict the reactants needed to synthesize it. (7) Given the product [CH2:100]([N:66]1[C:67]([CH3:99])=[CH:68][C:69]([O:70][CH2:71][C:72]2[CH:98]=[CH:97][CH:96]=[CH:95][C:73]=2[CH2:74][NH:75][C:76]([NH:78][C:79]2[N:83]([C:84]3[CH:89]=[CH:88][CH:87]=[C:86]([F:90])[CH:85]=3)[N:82]=[C:81]([C:91]([CH3:93])([CH3:94])[CH3:92])[CH:80]=2)=[O:77])=[C:64]([Br:63])[C:65]1=[O:109])[C:101]1[CH:106]=[CH:105][CH:104]=[CH:103][CH:102]=1, predict the reactants needed to synthesize it. The reactants are: NCC1C=CC=CC=1COC1C=C(C)N(CC2C=CC=CC=2)C(=O)C=1Br.C(N(CC)CC)C.C(C1C=C(NC(=O)OC2C=CC([N+]([O-])=O)=CC=2)N(C2C=CC=C(F)C=2)N=1)(C)(C)C.[Br:63][C:64]1[C:65](=[O:109])[N:66]([CH2:100][C:101]2[CH:106]=[CH:105][C:104](OC)=[CH:103][CH:102]=2)[C:67]([CH3:99])=[CH:68][C:69]=1[O:70][CH2:71][C:72]1[CH:98]=[CH:97][CH:96]=[CH:95][C:73]=1[CH2:74][NH:75][C:76]([NH:78][C:79]1[N:83]([C:84]2[CH:89]=[CH:88][CH:87]=[C:86]([F:90])[CH:85]=2)[N:82]=[C:81]([C:91]([CH3:94])([CH3:93])[CH3:92])[CH:80]=1)=[O:77].